Predict the reactants needed to synthesize the given product. From a dataset of Full USPTO retrosynthesis dataset with 1.9M reactions from patents (1976-2016). (1) The reactants are: [Br:1][C:2]1[CH:7]=[CH:6][C:5]([C@@H:8]([N:10]2[CH2:15][CH2:14][C@:13]([CH2:23][C:24](O)=[O:25])([C:16]3[CH:21]=[CH:20][C:19]([F:22])=[CH:18][CH:17]=3)[O:12][C:11]2=[O:27])[CH3:9])=[CH:4][CH:3]=1.C[N:29](C(ON1N=NC2C=CC=NC1=2)=[N+](C)C)C.F[P-](F)(F)(F)(F)F.CCN(C(C)C)C(C)C.N. Given the product [Br:1][C:2]1[CH:7]=[CH:6][C:5]([C@@H:8]([N:10]2[CH2:15][CH2:14][C@:13]([CH2:23][C:24]([NH2:29])=[O:25])([C:16]3[CH:21]=[CH:20][C:19]([F:22])=[CH:18][CH:17]=3)[O:12][C:11]2=[O:27])[CH3:9])=[CH:4][CH:3]=1, predict the reactants needed to synthesize it. (2) Given the product [CH2:1]([C:3]([C:28]1[CH:33]=[CH:32][C:31]([O:34][CH2:44][C@H:42]2[O:43][C:39](=[O:38])[CH2:40][CH2:41]2)=[C:30]([CH3:35])[CH:29]=1)([C:6]1[CH:11]=[CH:10][C:9]([C:12]#[C:13][C:14]([O:23][CH2:24][O:25][CH3:26])([C:19]([F:20])([F:21])[F:22])[C:15]([F:18])([F:17])[F:16])=[C:8]([CH3:27])[CH:7]=1)[CH2:4][CH3:5])[CH3:2], predict the reactants needed to synthesize it. The reactants are: [CH2:1]([C:3]([C:28]1[CH:33]=[CH:32][C:31]([OH:34])=[C:30]([CH3:35])[CH:29]=1)([C:6]1[CH:11]=[CH:10][C:9]([C:12]#[C:13][C:14]([O:23][CH2:24][O:25][CH3:26])([C:19]([F:22])([F:21])[F:20])[C:15]([F:18])([F:17])[F:16])=[C:8]([CH3:27])[CH:7]=1)[CH2:4][CH3:5])[CH3:2].[H-].[Na+].[O:38]=[C:39]1[O:43][C@H:42]([CH2:44]OS(C2C=CC(C)=CC=2)(=O)=O)[CH2:41][CH2:40]1.[NH4+].[Cl-]. (3) Given the product [O:25]=[C:20]1[CH:21]=[CH:22][CH:23]=[CH:24][N:19]1[CH2:18][C:15]1[CH:16]=[CH:17][C:12]([CH2:11][N:9]2[CH:10]=[C:6]([C:4]([OH:5])=[O:3])[N:7]=[N:8]2)=[CH:13][CH:14]=1, predict the reactants needed to synthesize it. The reactants are: C([O:3][C:4]([C:6]1[N:7]=[N:8][N:9]([CH2:11][C:12]2[CH:17]=[CH:16][C:15]([CH2:18][N:19]3[CH:24]=[CH:23][CH:22]=[CH:21][C:20]3=[O:25])=[CH:14][CH:13]=2)[CH:10]=1)=[O:5])C.[OH-].[Li+]. (4) Given the product [C:3]([O:7][C:8]([N:10]1[CH2:14][CH:13]([CH2:15][C:16]([OH:18])=[O:17])[CH2:12][C@@H:11]1[C@H:20]1[O:24][C:23]([CH3:26])([CH3:25])[N:22]([C:27](=[O:29])[CH3:28])[C@H:21]1[CH2:30][C:31]1[CH:32]=[C:33]([F:38])[CH:34]=[C:35]([F:37])[CH:36]=1)=[O:9])([CH3:4])([CH3:5])[CH3:6], predict the reactants needed to synthesize it. The reactants are: [Li+].[OH-].[C:3]([O:7][C:8]([N:10]1[CH2:14][CH:13]([CH2:15][C:16]([O:18]C)=[O:17])[CH2:12][C@@H:11]1[C@H:20]1[O:24][C:23]([CH3:26])([CH3:25])[N:22]([C:27](=[O:29])[CH3:28])[C@H:21]1[CH2:30][C:31]1[CH:36]=[C:35]([F:37])[CH:34]=[C:33]([F:38])[CH:32]=1)=[O:9])([CH3:6])([CH3:5])[CH3:4]. (5) Given the product [F:1][C:2]1[CH:7]=[CH:6][C:5]([O:8][C:10]2[CH:28]=[C:27]([C:29]([F:32])([F:31])[F:30])[CH:26]=[C:25]([C:33]([F:34])([F:35])[F:36])[C:11]=2[C:12]([NH:14][C:15]2[CH:16]=[CH:17][C:18]([C:19]([O:21][CH3:22])=[O:20])=[CH:23][CH:24]=2)=[O:13])=[CH:4][CH:3]=1, predict the reactants needed to synthesize it. The reactants are: [F:1][C:2]1[CH:7]=[CH:6][C:5]([OH:8])=[CH:4][CH:3]=1.F[C:10]1[CH:28]=[C:27]([C:29]([F:32])([F:31])[F:30])[CH:26]=[C:25]([C:33]([F:36])([F:35])[F:34])[C:11]=1[C:12]([NH:14][C:15]1[CH:24]=[CH:23][C:18]([C:19]([O:21][CH3:22])=[O:20])=[CH:17][CH:16]=1)=[O:13].C([O-])([O-])=O.[K+].[K+].